Regression/Classification. Given a drug SMILES string, predict its absorption, distribution, metabolism, or excretion properties. Task type varies by dataset: regression for continuous measurements (e.g., permeability, clearance, half-life) or binary classification for categorical outcomes (e.g., BBB penetration, CYP inhibition). Dataset: b3db_classification. From a dataset of Blood-brain barrier permeability classification from the B3DB database. (1) The compound is COc1ccc2c3c1O[C@H]1[C@H](O)CC[C@@]4(O)C(C2)N(C)CC[C@]314. The result is 1 (penetrates BBB). (2) The molecule is COc1ccc2c(c1)C13CCCC[C@@H]1C(C2)N(C)CC3. The result is 1 (penetrates BBB). (3) The compound is CN(C)CCC[C@]1(c2ccc(F)cc2)OCc2cc(C#N)ccc21. The result is 1 (penetrates BBB). (4) The molecule is CO/N=C(\C#N)[C@H]1CN2CCC1CC2. The result is 1 (penetrates BBB).